This data is from Reaction yield outcomes from USPTO patents with 853,638 reactions. The task is: Predict the reaction yield, written as a fraction of the theoretical maximum amount of product (1.0 means a 100% yield; for example, 0.34 means a 34% yield). (1) The reactants are N1C=CC=CC=1.[CH2:7]([O:14][N:15]([C@H:28]1[CH2:33][N:32]([C:34]([O:36][C:37]([CH3:40])([CH3:39])[CH3:38])=[O:35])[C@H:31]([C:41](=O)[NH2:42])[CH2:30][CH2:29]1)[S:16]([C:19]1[CH:24]=[CH:23][CH:22]=[CH:21][C:20]=1[N+:25]([O-:27])=[O:26])(=[O:18])=[O:17])[C:8]1[CH:13]=[CH:12][CH:11]=[CH:10][CH:9]=1.O(S(C(F)(F)F)(=O)=O)S(C(F)(F)F)(=O)=O.CCOC(C)=O. The catalyst is C1COCC1. The product is [CH2:7]([O:14][N:15]([C@H:28]1[CH2:33][N:32]([C:34]([O:36][C:37]([CH3:38])([CH3:40])[CH3:39])=[O:35])[C@H:31]([C:41]#[N:42])[CH2:30][CH2:29]1)[S:16]([C:19]1[CH:24]=[CH:23][CH:22]=[CH:21][C:20]=1[N+:25]([O-:27])=[O:26])(=[O:18])=[O:17])[C:8]1[CH:9]=[CH:10][CH:11]=[CH:12][CH:13]=1. The yield is 0.790. (2) The reactants are [OH:1][C:2]([C:5]1[O:9][N:8]=[C:7]([C:10]([OH:12])=O)[CH:6]=1)([CH3:4])[CH3:3].[NH2:13][C@@H:14]([CH3:31])[CH2:15][N:16]1[CH:20]=[CH:19][C:18]([C:21]2[CH:28]=[C:27]([F:29])[C:24]([C:25]#[N:26])=[C:23]([Cl:30])[CH:22]=2)=[N:17]1. No catalyst specified. The product is [Cl:30][C:23]1[CH:22]=[C:21]([C:18]2[CH:19]=[CH:20][N:16]([CH2:15][C@@H:14]([NH:13][C:10]([C:7]3[CH:6]=[C:5]([C:2]([OH:1])([CH3:3])[CH3:4])[O:9][N:8]=3)=[O:12])[CH3:31])[N:17]=2)[CH:28]=[C:27]([F:29])[C:24]=1[C:25]#[N:26]. The yield is 0.360. (3) The yield is 0.230. The catalyst is CN(C)C=O. The reactants are [CH2:1]([NH:8][C:9]([C:11]1[S:15][C:14]([N:16]2[CH2:20][CH2:19][NH:18][C:17]2=[O:21])=[N:13][C:12]=1[CH3:22])=[O:10])[C:2]1[CH:7]=[CH:6][CH:5]=[CH:4][CH:3]=1.[H-].[Na+].[F:25][C:26]1[CH:34]=[CH:33][C:29]([C:30](Cl)=[O:31])=[CH:28][CH:27]=1. The product is [CH2:1]([NH:8][C:9]([C:11]1[S:15][C:14]([N:16]2[CH2:20][CH2:19][N:18]([C:30](=[O:31])[C:29]3[CH:33]=[CH:34][C:26]([F:25])=[CH:27][CH:28]=3)[C:17]2=[O:21])=[N:13][C:12]=1[CH3:22])=[O:10])[C:2]1[CH:7]=[CH:6][CH:5]=[CH:4][CH:3]=1. (4) The reactants are [CH3:1][C:2]1[C:3]([C:24]([NH2:26])=[O:25])=[N:4][C:5]([C:9]2[CH:14]=[CH:13][C:12](B3OC(C)(C)C(C)(C)O3)=[CH:11][CH:10]=2)=[C:6]([CH3:8])[N:7]=1.[F:27][C:28]1[CH:29]=[C:30]([CH2:42][C:43]([O:45][CH3:46])=[O:44])[CH:31]=[CH:32][C:33]=1OS(C(F)(F)F)(=O)=O.P([O-])([O-])([O-])=O.[K+].[K+].[K+]. The catalyst is COCCOC.C(O)C.O.Cl[Pd]Cl.C1(P(C2C=CC=CC=2)[C-]2C=CC=C2)C=CC=CC=1.[C-]1(P(C2C=CC=CC=2)C2C=CC=CC=2)C=CC=C1.[Fe+2]. The product is [C:24]([C:3]1[N:4]=[C:5]([C:9]2[CH:10]=[CH:11][C:12]([C:33]3[CH:32]=[CH:31][C:30]([CH2:42][C:43]([O:45][CH3:46])=[O:44])=[CH:29][C:28]=3[F:27])=[CH:13][CH:14]=2)[C:6]([CH3:8])=[N:7][C:2]=1[CH3:1])(=[O:25])[NH2:26]. The yield is 0.458. (5) The reactants are [CH3:1][O:2][C:3]1[CH:4]=[C:5]([NH:11][C:12]2[C:13]3[N:29]=[CH:28][S:27][C:14]=3[N:15]=[C:16]([N:18]3[CH2:23][CH2:22][CH2:21][CH:20]([C:24]([OH:26])=O)[CH2:19]3)[N:17]=2)[CH:6]=[CH:7][C:8]=1[O:9][CH3:10].[NH2:30][C:31]1[CH:32]=[C:33]2[C:37](=[CH:38][CH:39]=1)[C:36](=[O:40])[NH:35][CH2:34]2.CN1C=CN=C1.CCN=C=NCCCN(C)C. The catalyst is ClCCl. The product is [CH3:1][O:2][C:3]1[CH:4]=[C:5]([NH:11][C:12]2[C:13]3[N:29]=[CH:28][S:27][C:14]=3[N:15]=[C:16]([N:18]3[CH2:23][CH2:22][CH2:21][CH:20]([C:24]([NH:30][C:31]4[CH:32]=[C:33]5[C:37](=[CH:38][CH:39]=4)[C:36](=[O:40])[NH:35][CH2:34]5)=[O:26])[CH2:19]3)[N:17]=2)[CH:6]=[CH:7][C:8]=1[O:9][CH3:10]. The yield is 0.518. (6) The yield is 0.840. The reactants are [F:1][C:2]1[C:10]([N+:11]([O-:13])=[O:12])=[CH:9][CH:8]=[C:7]([F:14])[C:3]=1[C:4]([OH:6])=O.C(Cl)(=O)C(Cl)=O.[NH2:21][C:22]1[CH:23]=[CH:24][C:25]([NH:28][C:29](=[O:31])[CH3:30])=[N:26][CH:27]=1.C(N(CC)CC)C. The catalyst is ClCCl.CN(C)C=O.O1CCCC1.C(OCC)(=O)C. The product is [C:29]([NH:28][C:25]1[N:26]=[CH:27][C:22]([NH:21][C:4](=[O:6])[C:3]2[C:7]([F:14])=[CH:8][CH:9]=[C:10]([N+:11]([O-:13])=[O:12])[C:2]=2[F:1])=[CH:23][CH:24]=1)(=[O:31])[CH3:30]. (7) The reactants are [NH2:1][C:2]1[C:3]([O:10][CH3:11])=[N:4][C:5]([O:8][CH3:9])=[CH:6][CH:7]=1.[C:12](O[C:12]([O:14][C:15]([CH3:18])([CH3:17])[CH3:16])=[O:13])([O:14][C:15]([CH3:18])([CH3:17])[CH3:16])=[O:13]. The catalyst is O. The product is [CH3:11][O:10][C:3]1[C:2]([NH:1][C:12](=[O:13])[O:14][C:15]([CH3:18])([CH3:17])[CH3:16])=[CH:7][CH:6]=[C:5]([O:8][CH3:9])[N:4]=1. The yield is 1.00.